This data is from Full USPTO retrosynthesis dataset with 1.9M reactions from patents (1976-2016). The task is: Predict the reactants needed to synthesize the given product. (1) The reactants are: [Br:1][C:2]1[CH:9]=[CH:8][C:5]([CH:6]=[O:7])=[C:4]([F:10])[CH:3]=1.[CH3:11][Mg]I.[Mg].CI. Given the product [Br:1][C:2]1[CH:9]=[CH:8][C:5]([CH:6]([OH:7])[CH3:11])=[C:4]([F:10])[CH:3]=1, predict the reactants needed to synthesize it. (2) The reactants are: C(OC(=O)[NH:7][CH2:8][C:9]1[NH:25][C:12]2=[N:13][CH:14]=[C:15]([C:17]([NH:19][CH2:20][C:21]([F:24])([F:23])[F:22])=[O:18])[CH:16]=[C:11]2[N:10]=1)(C)(C)C.Cl. Given the product [NH2:7][CH2:8][C:9]1[NH:25][C:12]2=[N:13][CH:14]=[C:15]([C:17]([NH:19][CH2:20][C:21]([F:24])([F:22])[F:23])=[O:18])[CH:16]=[C:11]2[N:10]=1, predict the reactants needed to synthesize it.